Dataset: Full USPTO retrosynthesis dataset with 1.9M reactions from patents (1976-2016). Task: Predict the reactants needed to synthesize the given product. (1) Given the product [C:1]([O:5][C:6](=[O:18])[C:7]([CH3:9])([N:10]1[C:11]2[CH:16]=[CH:15][CH:14]=[CH:13][C:12]=2[NH:17][C:19]1=[O:20])[CH3:8])([CH3:2])([CH3:3])[CH3:4], predict the reactants needed to synthesize it. The reactants are: [C:1]([O:5][C:6](=[O:18])[C:7]([NH:10][C:11]1[CH:16]=[CH:15][CH:14]=[CH:13][C:12]=1[NH2:17])([CH3:9])[CH3:8])([CH3:4])([CH3:3])[CH3:2].[C:19](N1C=CN=C1)(N1C=CN=C1)=[O:20]. (2) Given the product [Cl:1][C:2]1[CH:3]=[CH:4][C:5]([O:20][CH2:21][CH:22]([CH3:24])[CH3:23])=[C:6]([CH2:8][C:9]2[N:14]=[C:13]([C:15]([OH:17])=[O:16])[CH:12]=[CH:11][CH:10]=2)[CH:7]=1, predict the reactants needed to synthesize it. The reactants are: [Cl:1][C:2]1[CH:3]=[CH:4][C:5]([O:20][CH2:21][CH:22]([CH3:24])[CH3:23])=[C:6]([CH2:8][C:9]2[N:14]=[C:13]([C:15]([O:17]CC)=[O:16])[CH:12]=[CH:11][CH:10]=2)[CH:7]=1.[OH-].[Na+]. (3) Given the product [Cl:1][C:2]1[C:6]([Cl:7])=[C:5]([CH3:8])[NH:4][C:3]=1[C:9]([NH:11][CH:12]1[CH2:17][CH2:16][N:15]([C:18]2[S:19][C:20]([C:29]([OH:31])=[O:30])=[C:21]([C:23]3[N:27]([CH3:28])[N:26]=[CH:25][N:24]=3)[N:22]=2)[CH2:14]/[C:13]/1=[N:33]\[O:34][CH3:35])=[O:10], predict the reactants needed to synthesize it. The reactants are: [Cl:1][C:2]1[C:6]([Cl:7])=[C:5]([CH3:8])[NH:4][C:3]=1[C:9]([NH:11][CH:12]1[CH2:17][CH2:16][N:15]([C:18]2[S:19][C:20]([C:29]([O:31]C)=[O:30])=[C:21]([C:23]3[N:27]([CH3:28])[N:26]=[CH:25][N:24]=3)[N:22]=2)[CH2:14]/[C:13]/1=[N:33]\[O:34][CH3:35])=[O:10].[Li+].[I-]. (4) Given the product [NH2:22][C:19]1[CH:20]=[CH:21][C:16]([S:13](=[O:14])(=[O:15])[NH:12][C:11]2[C:2]([F:1])=[CH:3][C:4]3[CH2:8][O:7][B:6]([OH:9])[C:5]=3[CH:10]=2)=[C:17]([CH2:29][C:30]([O:32][CH2:33][CH3:34])=[O:31])[CH:18]=1, predict the reactants needed to synthesize it. The reactants are: [F:1][C:2]1[C:11]([NH:12][S:13]([C:16]2[CH:21]=[CH:20][C:19]([NH:22]C(=O)C(F)(F)F)=[CH:18][C:17]=2[CH2:29][C:30]([O:32][CH2:33][CH3:34])=[O:31])(=[O:15])=[O:14])=[CH:10][C:5]2[B:6]([OH:9])[O:7][CH2:8][C:4]=2[CH:3]=1.N. (5) Given the product [CH3:18][O:9][C:8](=[O:10])[C:7]1[CH:11]=[CH:12][C:4]([CH3:3])=[C:5]([C:13]([F:14])([F:15])[F:16])[CH:6]=1, predict the reactants needed to synthesize it. The reactants are: [OH-].[K+].[CH3:3][C:4]1[CH:12]=[CH:11][C:7]([C:8]([OH:10])=[O:9])=[CH:6][C:5]=1[C:13]([F:16])([F:15])[F:14].I[CH3:18].